From a dataset of Full USPTO retrosynthesis dataset with 1.9M reactions from patents (1976-2016). Predict the reactants needed to synthesize the given product. (1) Given the product [Cl:1][C:2]1[N:6]([CH2:7][C:8]([N:34]2[CH2:35][CH2:36][CH:31]([C:28]3[S:29][CH:30]=[C:26]([C:24]([N:23]([CH3:22])[C@H:37]4[C:46]5[C:41](=[CH:42][CH:43]=[CH:44][CH:45]=5)[CH2:40][CH2:39][CH2:38]4)=[O:25])[N:27]=3)[CH2:32][CH2:33]2)=[O:10])[N:5]=[C:4]([C:11]([F:14])([F:13])[F:12])[CH:3]=1, predict the reactants needed to synthesize it. The reactants are: [Cl:1][C:2]1[N:6]([CH2:7][C:8]([OH:10])=O)[N:5]=[C:4]([C:11]([F:14])([F:13])[F:12])[CH:3]=1.C(Cl)(=O)C(Cl)=O.Cl.[CH3:22][N:23]([C@H:37]1[C:46]2[C:41](=[CH:42][CH:43]=[CH:44][CH:45]=2)[CH2:40][CH2:39][CH2:38]1)[C:24]([C:26]1[N:27]=[C:28]([CH:31]2[CH2:36][CH2:35][NH:34][CH2:33][CH2:32]2)[S:29][CH:30]=1)=[O:25].C(N(CC)CC)C.C(=O)([O-])[O-].[K+].[K+]. (2) Given the product [CH2:21]([N:28]1[CH2:33][CH2:32][C:31]2([C:20]3[CH:19]=[N:18][CH:17]=[CH:16][C:15]=3[C:13](=[O:14])[O:34]2)[CH2:30][CH2:29]1)[C:22]1[CH:23]=[CH:24][CH:25]=[CH:26][CH:27]=1, predict the reactants needed to synthesize it. The reactants are: C([Li])CCC.C1(N[C:13]([C:15]2[CH:20]=[CH:19][N:18]=[CH:17][CH:16]=2)=[O:14])C=CC=CC=1.[CH2:21]([N:28]1[CH2:33][CH2:32][C:31](=[O:34])[CH2:30][CH2:29]1)[C:22]1[CH:27]=[CH:26][CH:25]=[CH:24][CH:23]=1.[OH-].[Na+]. (3) Given the product [C:19]([O:18][C:16]([N:15]1[C@H:11]([CH2:10][CH:9]([NH:8][CH2:1][C:2]2[CH:3]=[CH:4][CH:5]=[CH:6][CH:7]=2)[C:30]([OH:37])=[O:32])[CH2:12][CH2:13][C@H:14]1[C:23]([OH:25])=[O:24])=[O:17])([CH3:21])([CH3:22])[CH3:20], predict the reactants needed to synthesize it. The reactants are: [CH2:1]([NH:8][CH:9]([C:30](=[O:32])N)[CH2:10][C@H:11]1[N:15]([C:16]([O:18][C:19]([CH3:22])([CH3:21])[CH3:20])=[O:17])[C@H:14]([C:23]([O:25]C(C)(C)C)=[O:24])[CH2:13][CH2:12]1)[C:2]1[CH:7]=[CH:6][CH:5]=[CH:4][CH:3]=1.[OH-].[Na+].C(O)(=[O:37])C. (4) Given the product [C:1]1([CH2:7][NH:8][C:9]([C:11]2[CH:16]=[C:15]([C:17]3[C:21]4[CH:22]=[CH:23][CH:24]=[CH:25][C:20]=4[O:19][N:18]=3)[C:14]([OH:26])=[CH:13][C:12]=2[OH:28])=[O:10])[CH:6]=[CH:5][CH:4]=[CH:3][CH:2]=1, predict the reactants needed to synthesize it. The reactants are: [C:1]1([CH2:7][NH:8][C:9]([C:11]2[CH:16]=[C:15]([C:17]3[C:21]4[CH:22]=[CH:23][CH:24]=[CH:25][C:20]=4[O:19][N:18]=3)[C:14]([O:26]C)=[CH:13][C:12]=2[O:28]C)=[O:10])[CH:6]=[CH:5][CH:4]=[CH:3][CH:2]=1.B(Br)(Br)Br. (5) Given the product [CH3:10][C:8]1[CH:9]=[C:4]2[C:5](=[CH:6][CH:7]=1)[N:11]=[C:12]([C:13]([O:15][CH2:16][CH3:17])=[O:14])[NH:1][C:2]2=[O:3], predict the reactants needed to synthesize it. The reactants are: [NH2:1][C:2]([C:4]1[CH:9]=[C:8]([CH3:10])[CH:7]=[CH:6][C:5]=1[NH:11][C:12](=O)[C:13]([O:15][CH2:16][CH3:17])=[O:14])=[O:3].CC[O-].[Na+].Cl. (6) Given the product [CH3:1][O:2][C:3]1[CH:34]=[CH:33][C:6]([CH2:7][CH2:8][C:9]2[CH:14]=[CH:13][CH:12]=[CH:11][C:10]=2[C:15]2[N:20]=[C:19]([N:21]3[C:25]([C:26]([F:28])([F:27])[F:29])=[C:24]([C:30]([O:32][CH2:41][CH3:42])=[O:31])[CH:23]=[N:22]3)[CH:18]=[CH:17][CH:16]=2)=[C:5]([CH3:35])[CH:4]=1, predict the reactants needed to synthesize it. The reactants are: [CH3:1][O:2][C:3]1[CH:34]=[CH:33][C:6]([CH2:7][CH2:8][C:9]2[CH:14]=[CH:13][CH:12]=[CH:11][C:10]=2[C:15]2[N:20]=[C:19]([N:21]3[C:25]([C:26]([F:29])([F:28])[F:27])=[C:24]([C:30]([OH:32])=[O:31])[CH:23]=[N:22]3)[CH:18]=[CH:17][CH:16]=2)=[C:5]([CH3:35])[CH:4]=1.S(=O)(=O)(O)O.[CH2:41](O)[CH3:42]. (7) Given the product [CH3:22][C:21]([C:20]#[C:19]/[CH:18]=[CH:17]/[CH2:16][N:3]([CH2:4][C:5]1[CH:6]=[CH:7][CH:8]=[C:9]2[CH:10]=[CH:11][CH:12]=[CH:13][C:14]=12)[CH3:2])([CH3:24])[CH3:23].[ClH:15], predict the reactants needed to synthesize it. The reactants are: Cl.[CH3:2][NH:3][CH2:4][C:5]1[C:14]2[C:9](=[CH:10][CH:11]=[CH:12][CH:13]=2)[CH:8]=[CH:7][CH:6]=1.[Cl:15][CH2:16]/[CH:17]=[CH:18]/[C:19]#[C:20][C:21]([CH3:24])([CH3:23])[CH3:22].[OH-].[Na+].N.